This data is from Full USPTO retrosynthesis dataset with 1.9M reactions from patents (1976-2016). The task is: Predict the reactants needed to synthesize the given product. (1) Given the product [OH:12][C@H:10]1[CH2:9][C:4]2([CH2:5][CH2:6][CH2:7][CH2:8]2)[C@@H:3]([C:13]([O:15][CH2:16][CH3:17])=[O:14])[C:2]([CH3:1])=[CH:11]1.[OH:12][C@@H:10]1[CH2:9][C:4]2([CH2:5][CH2:6][CH2:7][CH2:8]2)[C@@H:3]([C:13]([O:15][CH2:16][CH3:17])=[O:14])[C:2]([CH3:1])=[CH:11]1, predict the reactants needed to synthesize it. The reactants are: [CH3:1][C:2]1[CH:3]([C:13]([O:15][CH2:16][CH3:17])=[O:14])[C:4]2([CH2:9][C:10](=[O:12])[CH:11]=1)[CH2:8][CH2:7][CH2:6][CH2:5]2.[Cl-].[Cl-].[Cl-].[Ce+3].[BH4-].[Na+].Cl. (2) Given the product [NH2:9][C:10]1[CH:11]=[CH:2][CH:3]=[C:4]([O:18][CH3:17])[C:5]=1[C:6]#[N:20], predict the reactants needed to synthesize it. The reactants are: F[C:2]1[CH:11]=[C:10]2[C:5]([CH:6]=CC(=O)[NH:9]2)=[CH:4][CH:3]=1.CN.O.C[CH2:17][OH:18].C[N:20]1C(=O)CCC1.